This data is from Experimentally validated miRNA-target interactions with 360,000+ pairs, plus equal number of negative samples. The task is: Binary Classification. Given a miRNA mature sequence and a target amino acid sequence, predict their likelihood of interaction. (1) The miRNA is hsa-miR-8063 with sequence UCAAAAUCAGGAGUCGGGGCUU. The protein sequence of the target gene is MEPGLWLLFGLTVTSAAGFVPCSQSGDAGRRGVSQAPTAARSEGDCEETVAGPGEETVAGPGEGTVAPTALQGPSPGSPGQEQAAEGAPEHHRSRRCTCFTYKDKECVYYCHLDIIWINTPEQTVPYGLSNYRGSFRGKRSAGPLPGNLQLSHRPHLRCACVGRYDKACLHFCTQTLDVSSNSRTAEKTDKEEEGKVEVKDQQSKQALDLHHPKLMPGSGLALAPSTCPRCLFQEGAP. Result: 1 (interaction). (2) The miRNA is hsa-miR-4725-5p with sequence AGACCCUGCAGCCUUCCCACC. The protein sequence of the target gene is MEGTEARQRRLEGCGRLKELGPLPSHDAGRLPKASEEGHLAVSESQLVDAKSLEAPPGRETSLIIGFQVVIPFLLAGVGLSWAGLLLNYFQHWPVFKDVKDLMTLVPPLVGLKGNLEMTLASRLSTSANTGQIDDRQERYKIISSNLAVVQVQATVVGLLAAVASLMLGTVSHEEFDWSKVALLCTSSVITAFLAALALGILMICIVIGARKFGVNPDNIATPIAASLGDLITLSILALMSSFFYSHKDTWYLTPLVCVGFLALTPLWLFIAKQNPPIMKILKYGWFPIILAMIISSFGG.... Result: 0 (no interaction). (3) The miRNA is hsa-miR-6883-3p with sequence UUCCCUAUCUCACUCUCCUCAG. The protein sequence of the target gene is MEDSQETSPSSNNSSEELSSALHLSKGMSIFLDILRRADKNDDGKLSFEEFKAYFADGVLSGEELHELFHTIDTHNTNNLDTEELCEYFSQHLGEYENVLAALEDLNLSILKAMGKTKKDYQEASNLEQFVTRFLLKETLNQLQSLQNSLECAMETTEEQTRQERQGPAKPEVLSIQWPGKRSSRRVQRHNSFSPNSPQFNVSGPGLLEEDNQWMTQINRLQKLIDRLEKKDLKLEPPEEEIIEGNTKSHIMLVQRQMSVIEEDLEEFQLALKHYVESASSQSGCLRISIQKLSNESRYM.... Result: 1 (interaction). (4) The miRNA is hsa-miR-208b-3p with sequence AUAAGACGAACAAAAGGUUUGU. The protein sequence of the target gene is MWERRGRGESAAGTAAVASRNASGLRPPPAILPTSMCQPPGIMQFEESQLGAQAPRATQPPDLRPMETFLTGEPKALGTVQILIGLIHLGFGSVLLMVRRGHLGMLFIEGGVPFWGGACFIISGSLSVAAERNHTSCLLKSSLGTNILSAMAAFAGTAILLMDFGVTNWDVGRGYLAVLTIFTILEFFIAVIATHFGCQATRAQTNASVIFLPNAFGTDFNIPSPAVSPPPAYDNVAYMPKESSE. Result: 0 (no interaction). (5) The miRNA is hsa-miR-6757-3p with sequence AACACUGGCCUUGCUAUCCCCA. The protein sequence of the target gene is MTALPGPLWLLGLALCALGGGGPGLRPPPGCPQRRLGARERRDVQREILAVLGLPGRPRPRAPPAASRLPASAPLFMLDLYHAMAGDDDEDGAPAERRLGRADLVMSFVNMVERDRALGHQEPHWKEFRFDLTQIPAGEAVTAAEFRIYKVPSIHLLNRTLHVSMFQVVQEQSNRESDLFFLDLQTLRAGDEGWLVLDVTAASDCWLLKRHKDLGLRLYVETEDGHSVDPGLAGLLGQRAPRSQQPFVVTFFRASPSPIRTPRAVRPLRRRQPKKSNELPQANRLPGIFDDVHGSHGRQV.... Result: 0 (no interaction). (6) The miRNA is hsa-miR-4469 with sequence GCUCCCUCUAGGGUCGCUCGGA. The protein sequence of the target gene is MRVGPVRSAMSGASQPRGPALLFPATRGVPAKRLLDADDAAAVAAKCPRLSECSSPPDYLSPPGSPCSPQPPPAAPGAGGGSGSAPGPSRIADYLLLPLAEREHVSRALCIHTGRELRCKVFPIKHYQDKIRPYIQLPSHSNITGIVEVILGETKAYVFFEKDFGDMHSYVRSRKRLREEEAARLFKQIVSAVAHCHQSAIVLGDLKLRKFVFSTEERTQLRLESLEDTHIMKGEDDALSDKHGCPAYVSPEILNTTGTYSGKAADVWSLGVMLYTLLVGRYPFHDSDPSALFSKIRRGQ.... Result: 1 (interaction).